Dataset: Peptide-MHC class II binding affinity with 134,281 pairs from IEDB. Task: Regression. Given a peptide amino acid sequence and an MHC pseudo amino acid sequence, predict their binding affinity value. This is MHC class II binding data. The peptide sequence is KGNKTCGFVDERGLY. The MHC is HLA-DQA10102-DQB10602 with pseudo-sequence HLA-DQA10102-DQB10602. The binding affinity (normalized) is 0.0722.